From a dataset of Full USPTO retrosynthesis dataset with 1.9M reactions from patents (1976-2016). Predict the reactants needed to synthesize the given product. (1) The reactants are: N[CH:2]1[C:24](=[O:25])[N:4]2[C:5]([C:21]([OH:23])=[O:22])=[C:6](CSC3N(CS(O)(=O)=O)N=NN=3)[CH2:7][S:8][C@H:3]12.[OH-].[Na+].C(=O)(O)[O-].[Na+].Cl.C(O)(=O)C.C(O)(=O)C.[CH:42]1([NH:48][CH2:49][CH2:50][NH:51][CH:52]2[CH2:57][CH2:56][CH2:55][CH2:54][CH2:53]2)[CH2:47][CH2:46][CH2:45][CH2:44][CH2:43]1. Given the product [CH:52]1([NH:51][CH2:50][CH2:49][NH:48][CH:42]2[CH2:47][CH2:46][CH2:45][CH2:44][CH2:43]2)[CH2:53][CH2:54][CH2:55][CH2:56][CH2:57]1.[S:8]1[C@@H:3]2[CH2:2][C:24](=[O:25])[N:4]2[C:5]([C:21]([OH:23])=[O:22])=[CH:6][CH2:7]1, predict the reactants needed to synthesize it. (2) Given the product [CH3:50][C:36]1([CH3:35])[O:40][C@@H:39]([CH2:41][O:42][C:43]2[CH:53]=[C:45]([NH:44][C:24]([N:14]3[C@@H:15]4[CH2:19][N:18]([CH2:17][CH2:16]4)[C:12]4[CH:11]=[CH:10][C:9]([C:5]5[CH:6]=[CH:7][CH:8]=[C:3]([C:2]([F:21])([F:1])[F:22])[CH:4]=5)=[N:20][C:13]3=4)=[O:26])[CH:46]=[CH:47][N:48]=2)[CH2:38][O:37]1, predict the reactants needed to synthesize it. The reactants are: [F:1][C:2]([F:22])([F:21])[C:3]1[CH:4]=[C:5]([C:9]2[CH:10]=[CH:11][C:12]3[N:18]4[CH2:19][C@@H:15]([CH2:16][CH2:17]4)[NH:14][C:13]=3[N:20]=2)[CH:6]=[CH:7][CH:8]=1.Cl[C:24](Cl)([O:26]C(=O)OC(Cl)(Cl)Cl)Cl.[CH3:35][C:36]1([CH3:50])[O:40][C@H:39]([CH2:41][O:42][C:43]2[N:48]=[C:47](N)[CH:46]=[CH:45][N:44]=2)[CH2:38][O:37]1.O.O1CCC[CH2:53]1. (3) Given the product [CH3:46][O:45][C:43](=[O:44])[CH:42]=[CH:4][C:5]1[CH:10]=[CH:9][C:8]([F:11])=[CH:7][C:6]=1[NH:12][CH2:13][CH3:14], predict the reactants needed to synthesize it. The reactants are: CON(C)[C:4](=O)[C:5]1[CH:10]=[CH:9][C:8]([F:11])=[CH:7][C:6]=1[NH:12][CH2:13][CH3:14].[H-].[H-].[H-].[H-].[Li+].[Al+3].C1(P(=[CH:42][C:43]([O:45][CH3:46])=[O:44])(C2C=CC=CC=2)C2C=CC=CC=2)C=CC=CC=1. (4) Given the product [NH2:1][C:2]1[N:7]=[C:6]([C:8]2[O:9][CH:10]=[CH:11][CH:12]=2)[C:5]([C:13]#[N:14])=[C:4]([NH:28][CH2:27][CH2:26][NH:25][C:19]2[CH:24]=[CH:23][CH:22]=[CH:21][CH:20]=2)[N:3]=1, predict the reactants needed to synthesize it. The reactants are: [NH2:1][C:2]1[N:7]=[C:6]([C:8]2[O:9][CH:10]=[CH:11][CH:12]=2)[C:5]([C:13]#[N:14])=[C:4](S(C)(=O)=O)[N:3]=1.[C:19]1([NH:25][CH2:26][CH2:27][NH2:28])[CH:24]=[CH:23][CH:22]=[CH:21][CH:20]=1. (5) Given the product [CH3:1][C:2]1[CH:12]=[C:11]([O:13][CH2:14]/[CH:15]=[C:16](/[C:32]2[CH:33]=[CH:34][C:35]([CH3:38])=[CH:36][CH:37]=2)\[C:17]2[CH:22]=[CH:21][C:20]([C:23]#[C:24][CH2:25][N:26]3[CH:27]=[CH:28][CH:46]=[N:42]3)=[CH:19][CH:18]=2)[CH:10]=[CH:9][C:3]=1[O:4][CH2:5][C:6]([O:47][CH3:48])=[O:8], predict the reactants needed to synthesize it. The reactants are: [CH3:1][C:2]1[CH:12]=[C:11]([O:13][CH2:14]/[CH:15]=[C:16](/[C:32]2[CH:37]=[CH:36][C:35]([CH3:38])=[CH:34][CH:33]=2)\[C:17]2[CH:22]=[CH:21][C:20]([C:23]#[C:24][CH2:25][N:26]3CCO[CH2:28][CH2:27]3)=[CH:19][CH:18]=2)[CH:10]=[CH:9][C:3]=1[O:4][CH2:5][C:6]([OH:8])=O.C([N:42]1[CH:46]=CC=N1)C#C.[O:47]1CCC[CH2:48]1. (6) Given the product [S:42]([C:36]1[CH:41]=[CH:40][CH:39]=[CH:38][CH:37]=1)([OH:45])(=[O:44])=[O:43].[CH3:1][O:2][CH2:3][C:4]([NH:6][CH2:7]/[CH:8]=[CH:9]/[C:10]1[CH:11]=[C:12]2[C:17](=[CH:18][CH:19]=1)[N:16]=[CH:15][N:14]=[C:13]2[NH:20][C:21]1[CH:26]=[CH:25][C:24]([O:27][C:28]2[CH:29]=[N:30][C:31]([CH3:34])=[CH:32][CH:33]=2)=[C:23]([CH3:35])[CH:22]=1)=[O:5], predict the reactants needed to synthesize it. The reactants are: [CH3:1][O:2][CH2:3][C:4]([NH:6][CH2:7]/[CH:8]=[CH:9]/[C:10]1[CH:11]=[C:12]2[C:17](=[CH:18][CH:19]=1)[N:16]=[CH:15][N:14]=[C:13]2[NH:20][C:21]1[CH:26]=[CH:25][C:24]([O:27][C:28]2[CH:29]=[N:30][C:31]([CH3:34])=[CH:32][CH:33]=2)=[C:23]([CH3:35])[CH:22]=1)=[O:5].[C:36]1([S:42]([OH:45])(=[O:44])=[O:43])[CH:41]=[CH:40][CH:39]=[CH:38][CH:37]=1.C(OCC)C. (7) Given the product [CH2:1]([C:4]1[CH:9]=[CH:8][C:7]([NH:10][C:11](=[O:13])[CH3:12])=[CH:6][C:5]=1[OH:14])[CH3:2], predict the reactants needed to synthesize it. The reactants are: [C:1]([C:4]1[CH:9]=[CH:8][C:7]([NH:10][C:11](=[O:13])[CH3:12])=[CH:6][C:5]=1[OH:14])(=O)[CH3:2].C(O)(=O)C. (8) Given the product [CH3:20][C:21]1([CH3:35])[CH2:26][O:25][B:24]([C:7]2[CH:8]=[CH:9][C:10]3[C:11]([CH:19]=2)=[N:12][O:13][C:14]=3[C:15]([O:17][CH3:18])=[O:16])[O:23][CH2:22]1, predict the reactants needed to synthesize it. The reactants are: C([O-])(=O)C.[K+].Br[C:7]1[CH:8]=[CH:9][C:10]2[C:11]([CH:19]=1)=[N:12][O:13][C:14]=2[C:15]([O:17][CH3:18])=[O:16].[CH3:20][C:21]1([CH3:35])[CH2:26][O:25][B:24]([B:24]2[O:25][CH2:26][C:21]([CH3:35])([CH3:20])[CH2:22][O:23]2)[O:23][CH2:22]1. (9) Given the product [NH2:18][C:16]1[NH:15][N:14]=[C:13]([NH:12][C:5]2[CH:6]=[C:7]([C:8]([F:11])([F:10])[F:9])[C:2]([C:54]3[CH:55]=[CH:56][CH:51]=[C:52]([S:60]([NH:63][C:22]([CH3:46])([CH3:45])[CH3:23])(=[O:61])=[O:62])[CH:53]=3)=[C:3]([Cl:19])[CH:4]=2)[N:17]=1, predict the reactants needed to synthesize it. The reactants are: Br[C:2]1[C:7]([C:8]([F:11])([F:10])[F:9])=[CH:6][C:5]([NH:12][C:13]2[N:17]=[C:16]([NH2:18])[NH:15][N:14]=2)=[CH:4][C:3]=1[Cl:19].CN1[C:22]([CH3:46])([CH3:45])[CH2:23]C(SC2C=CC(B3O[C:23](C)(C)[C:22]([CH3:46])([CH3:45])O3)=CC=2)[CH2:23][C:22]1([CH3:46])[CH3:45].C([C:51]1[C:56](B(O)O)=[CH:55][CH:54]=[CH:53][C:52]=1[S:60]([NH2:63])(=[O:62])=[O:61])(C)(C)C.C([O-])([O-])=O.[K+].[K+].